Dataset: Reaction yield outcomes from USPTO patents with 853,638 reactions. Task: Predict the reaction yield, written as a fraction of the theoretical maximum amount of product (1.0 means a 100% yield; for example, 0.34 means a 34% yield). (1) The reactants are [Br:1][C:2]1[C:3]([CH3:14])=[CH:4][CH:5]=[C:6]2[C:11]=1[N:10]=[C:9]([Cl:12])[N:8]=[C:7]2N.N(OCCC(C)C)=O. The catalyst is C1COCC1. The product is [Br:1][C:2]1[C:3]([CH3:14])=[CH:4][CH:5]=[C:6]2[C:11]=1[N:10]=[C:9]([Cl:12])[N:8]=[CH:7]2. The yield is 0.568. (2) The reactants are [NH2:1][C:2]1[C:3](I)=[CH:4][C:5]([C:12]([F:15])([F:14])[F:13])=[C:6]([CH:11]=1)[C:7]([O:9][CH3:10])=[O:8].[NH2:17][C:18]1C(C(F)(F)F)=C(C=CC=1I)C(OC)=O. The catalyst is CN(C=O)C.[C-]#N.[Zn+2].[C-]#N.C1C=CC([P]([Pd]([P](C2C=CC=CC=2)(C2C=CC=CC=2)C2C=CC=CC=2)([P](C2C=CC=CC=2)(C2C=CC=CC=2)C2C=CC=CC=2)[P](C2C=CC=CC=2)(C2C=CC=CC=2)C2C=CC=CC=2)(C2C=CC=CC=2)C2C=CC=CC=2)=CC=1. The product is [NH2:1][C:2]1[C:3]([C:18]#[N:17])=[CH:4][C:5]([C:12]([F:15])([F:14])[F:13])=[C:6]([CH:11]=1)[C:7]([O:9][CH3:10])=[O:8]. The yield is 0.730.